From a dataset of Catalyst prediction with 721,799 reactions and 888 catalyst types from USPTO. Predict which catalyst facilitates the given reaction. The catalyst class is: 6. Product: [OH:4][C:5]1[CH:12]=[CH:11][C:8]([CH:9]=[CH2:10])=[CH:7][CH:6]=1. Reactant: C([O:4][C:5]1[CH:12]=[CH:11][C:8]([CH:9]=[CH2:10])=[CH:7][CH:6]=1)(=O)C.CO.COCC(O)C.Cl.